This data is from NCI-60 drug combinations with 297,098 pairs across 59 cell lines. The task is: Regression. Given two drug SMILES strings and cell line genomic features, predict the synergy score measuring deviation from expected non-interaction effect. (1) Drug 1: C1CCC(C(C1)N)N.C(=O)(C(=O)[O-])[O-].[Pt+4]. Drug 2: C1C(C(OC1N2C=NC(=NC2=O)N)CO)O. Cell line: CCRF-CEM. Synergy scores: CSS=58.0, Synergy_ZIP=-1.51, Synergy_Bliss=-1.93, Synergy_Loewe=2.96, Synergy_HSA=4.95. (2) Drug 1: CC1CCC2CC(C(=CC=CC=CC(CC(C(=O)C(C(C(=CC(C(=O)CC(OC(=O)C3CCCCN3C(=O)C(=O)C1(O2)O)C(C)CC4CCC(C(C4)OC)O)C)C)O)OC)C)C)C)OC. Drug 2: CCN(CC)CCCC(C)NC1=C2C=C(C=CC2=NC3=C1C=CC(=C3)Cl)OC. Cell line: OVCAR-8. Synergy scores: CSS=42.5, Synergy_ZIP=-11.1, Synergy_Bliss=-1.72, Synergy_Loewe=-2.52, Synergy_HSA=1.92.